From a dataset of Full USPTO retrosynthesis dataset with 1.9M reactions from patents (1976-2016). Predict the reactants needed to synthesize the given product. (1) Given the product [NH2:1][C@H:2]([C:29]([OH:31])=[O:30])[CH2:3][CH2:4][CH2:5][CH2:6][NH:7][C:8]([C:23]1[CH:28]=[CH:27][CH:26]=[CH:25][CH:24]=1)([C:17]1[CH:22]=[CH:21][CH:20]=[CH:19][CH:18]=1)[C:9]1[CH:16]=[CH:15][C:12]([O:13][CH3:14])=[CH:11][CH:10]=1, predict the reactants needed to synthesize it. The reactants are: [NH:1](C(OCC1C2C(=CC=CC=2)C2C1=CC=CC=2)=O)[C@H:2]([C:29]([OH:31])=[O:30])[CH2:3][CH2:4][CH2:5][CH2:6][NH:7][C:8]([C:23]1[CH:28]=[CH:27][CH:26]=[CH:25][CH:24]=1)([C:17]1[CH:22]=[CH:21][CH:20]=[CH:19][CH:18]=1)[C:9]1[CH:16]=[CH:15][C:12]([O:13][CH3:14])=[CH:11][CH:10]=1.CCN(CC)CC. (2) Given the product [Cl:1][C:2]1[S:6][C:5]([NH:7][C:8](=[O:23])[N:9]([C@H:16]2[CH2:21][CH2:20][C@H:19]([CH3:22])[CH2:18][CH2:17]2)[CH:10]2[CH2:11][CH2:12][N:13]([C:30]([N:24]3[CH2:29][CH2:28][CH2:27][CH2:26][CH2:25]3)=[O:31])[CH2:14][CH2:15]2)=[N:4][CH:3]=1, predict the reactants needed to synthesize it. The reactants are: [Cl:1][C:2]1[S:6][C:5]([NH:7][C:8](=[O:23])[N:9]([C@H:16]2[CH2:21][CH2:20][C@H:19]([CH3:22])[CH2:18][CH2:17]2)[CH:10]2[CH2:15][CH2:14][NH:13][CH2:12][CH2:11]2)=[N:4][CH:3]=1.[N:24]1([C:30](Cl)=[O:31])[CH2:29][CH2:28][CH2:27][CH2:26][CH2:25]1. (3) Given the product [Cl:1][C:2]1[CH:3]=[N:4][CH:5]=[C:6]([Cl:18])[C:7]=1[C:8]1[C:12]([CH2:13][O:14][C:39]2[CH:47]=[C:46]3[C:42]([CH:43]=[CH:44][N:45]3[CH2:48][C:49]3[CH:50]=[C:51]([CH:56]=[CH:57][CH:58]=3)[C:52]([O:54][CH3:55])=[O:53])=[CH:41][CH:40]=2)=[C:11]([CH:15]([CH3:16])[CH3:17])[O:10][N:9]=1, predict the reactants needed to synthesize it. The reactants are: [Cl:1][C:2]1[CH:3]=[N:4][CH:5]=[C:6]([Cl:18])[C:7]=1[C:8]1[C:12]([CH2:13][OH:14])=[C:11]([CH:15]([CH3:17])[CH3:16])[O:10][N:9]=1.C1(P(C2C=CC=CC=2)C2C=CC=CC=2)C=CC=CC=1.O[C:39]1[CH:47]=[C:46]2[C:42]([CH:43]=[CH:44][N:45]2[CH2:48][C:49]2[CH:50]=[C:51]([CH:56]=[CH:57][CH:58]=2)[C:52]([O:54][CH3:55])=[O:53])=[CH:41][CH:40]=1.N(C(OC(C)C)=O)=NC(OC(C)C)=O. (4) Given the product [Cl:1][C:2]1[CH:13]=[CH:12][C:5]2[N:6]([CH2:21][C:20]3[CH:23]=[CH:24][C:17]([F:16])=[CH:18][CH:19]=3)[C:7](=[O:11])[O:8][C:9](=[O:10])[C:4]=2[CH:3]=1, predict the reactants needed to synthesize it. The reactants are: [Cl:1][C:2]1[CH:13]=[CH:12][C:5]2[NH:6][C:7](=[O:11])[O:8][C:9](=[O:10])[C:4]=2[CH:3]=1.[H-].[Na+].[F:16][C:17]1[CH:24]=[CH:23][C:20]([CH2:21]Br)=[CH:19][CH:18]=1. (5) Given the product [CH2:1]([O:8][C:9](=[O:31])[C@H:10]([CH2:16][CH2:17][CH2:18][CH2:19][NH:20][C:21]([O:23][CH2:24][C:25]1[CH:26]=[CH:27][CH:28]=[CH:29][CH:30]=1)=[O:22])[N:11]([CH2:12][CH:13]([CH3:15])[CH3:14])[S:38]([C:32]1[CH:37]=[CH:36][CH:35]=[CH:34][CH:33]=1)(=[O:40])=[O:39])[C:2]1[CH:3]=[CH:4][CH:5]=[CH:6][CH:7]=1, predict the reactants needed to synthesize it. The reactants are: [CH2:1]([O:8][C:9](=[O:31])[C@H:10]([CH2:16][CH2:17][CH2:18][CH2:19][NH:20][C:21]([O:23][CH2:24][C:25]1[CH:30]=[CH:29][CH:28]=[CH:27][CH:26]=1)=[O:22])[NH:11][CH2:12][CH:13]([CH3:15])[CH3:14])[C:2]1[CH:7]=[CH:6][CH:5]=[CH:4][CH:3]=1.[C:32]1([S:38](Cl)(=[O:40])=[O:39])[CH:37]=[CH:36][CH:35]=[CH:34][CH:33]=1. (6) The reactants are: [CH3:1][O:2][C:3]1[CH:4]=[C:5]2[C:10](=[CH:11][CH:12]=1)[CH:9]=[C:8]([C:13]([OH:15])=[O:14])[CH:7]=[CH:6]2.S(=O)(=O)(O)O.[CH3:21]O. Given the product [CH3:21][O:14][C:13]([C:8]1[CH:7]=[CH:6][C:5]2[C:10](=[CH:11][CH:12]=[C:3]([O:2][CH3:1])[CH:4]=2)[CH:9]=1)=[O:15], predict the reactants needed to synthesize it.